The task is: Predict the reactants needed to synthesize the given product.. This data is from Full USPTO retrosynthesis dataset with 1.9M reactions from patents (1976-2016). (1) Given the product [CH3:6][N:8]([CH3:19])[C:9]1([CH2:12][CH2:13][CH2:14][OH:15])[CH2:11][CH2:10]1, predict the reactants needed to synthesize it. The reactants are: C(O[C:6]([N:8]([CH3:19])[C:9]1([CH2:12][CH2:13][C:14](OCC)=[O:15])[CH2:11][CH2:10]1)=O)(C)(C)C.[H-].[Al+3].[Li+].[H-].[H-].[H-].O.[OH-].[Na+]. (2) Given the product [NH2:7][C@H:8]1[CH2:11][C@H:10]([NH:12][C:13]2[C:18]([C:19]#[N:20])=[CH:17][N:16]=[C:15]([NH:21][CH2:22][CH2:23][C:24]3[CH:29]=[CH:28][CH:27]=[C:26]([Cl:30])[CH:25]=3)[N:14]=2)[C:9]1([CH3:32])[CH3:31], predict the reactants needed to synthesize it. The reactants are: C(OC(=O)[NH:7][C@H:8]1[CH2:11][C@H:10]([NH:12][C:13]2[C:18]([C:19]#[N:20])=[CH:17][N:16]=[C:15]([NH:21][CH2:22][CH2:23][C:24]3[CH:29]=[CH:28][CH:27]=[C:26]([Cl:30])[CH:25]=3)[N:14]=2)[C:9]1([CH3:32])[CH3:31])(C)(C)C.C(O)(C(F)(F)F)=O. (3) Given the product [Cl:17][C:11]1[C:12]([Cl:16])=[CH:13][CH:14]=[CH:15][C:10]=1[CH2:9][NH:8][C:6]1[C:5]([N+:18]([O-:20])=[O:19])=[CH:4][CH:3]=[C:2]([N:21]2[CH2:26][CH2:25][O:24][CH2:23][CH2:22]2)[N:7]=1, predict the reactants needed to synthesize it. The reactants are: Cl[C:2]1[N:7]=[C:6]([NH:8][CH2:9][C:10]2[CH:15]=[CH:14][CH:13]=[C:12]([Cl:16])[C:11]=2[Cl:17])[C:5]([N+:18]([O-:20])=[O:19])=[CH:4][CH:3]=1.[NH:21]1[CH2:26][CH2:25][O:24][CH2:23][CH2:22]1.C([O-])([O-])=O.[K+].[K+].O. (4) Given the product [CH3:3][O:4][C:5](=[O:17])[C:6]1[CH:15]=[C:14]([Br:16])[CH:13]=[C:8]([C:9]([OH:11])=[O:10])[CH:7]=1, predict the reactants needed to synthesize it. The reactants are: [OH-].[Na+].[CH3:3][O:4][C:5](=[O:17])[C:6]1[CH:15]=[C:14]([Br:16])[CH:13]=[C:8]([C:9]([O:11]C)=[O:10])[CH:7]=1.BrC1C=C(C(O)=O)C=C(C=1)C(O)=O. (5) Given the product [Cl:11][C:12]1[CH:17]=[CH:16][N:15]=[C:14]([NH:18][C:8]([CH:5]2[CH2:6][CH2:7][N:2]([CH3:1])[CH2:3][CH2:4]2)=[O:9])[CH:13]=1, predict the reactants needed to synthesize it. The reactants are: [CH3:1][N:2]1[CH2:7][CH2:6][CH:5]([C:8](Cl)=[O:9])[CH2:4][CH2:3]1.[Cl:11][C:12]1[CH:17]=[CH:16][N:15]=[C:14]([NH2:18])[CH:13]=1.C(N(C(C)C)CC)(C)C. (6) Given the product [CH2:10]([C:5]1[CH:6]=[C:7]([CH3:9])[CH:8]=[C:3]([CH2:1][CH3:2])[C:4]=1[C:12](=[O:23])[C:13]([N:15]([CH3:22])[N:16]=[C:17]([CH3:21])[CH2:18][S:19]([CH3:20])=[O:24])=[O:14])[CH3:11], predict the reactants needed to synthesize it. The reactants are: [CH2:1]([C:3]1[CH:8]=[C:7]([CH3:9])[CH:6]=[C:5]([CH2:10][CH3:11])[C:4]=1[C:12](=[O:23])[C:13]([N:15]([CH3:22])[N:16]=[C:17]([CH3:21])[CH2:18][S:19][CH3:20])=[O:14])[CH3:2].[OH:24]O. (7) Given the product [Br:1][C:2]1[CH:11]=[C:10]2[C:5]([CH:6]=[CH:7][C:8](=[O:20])[NH:9]2)=[N:4][CH:3]=1, predict the reactants needed to synthesize it. The reactants are: [Br:1][C:2]1[CH:3]=[N:4][C:5]2[CH:6]=[CH:7][CH:8]=[N+:9]([O-])[C:10]=2[CH:11]=1.C1(C)C=CC(S(Cl)(=O)=[O:20])=CC=1.C(=O)([O-])[O-].[K+].[K+].O. (8) Given the product [N:1]1[C:10]2[C:5](=[CH:6][CH:7]=[CH:8][CH:9]=2)[CH:4]=[CH:3][C:2]=1[CH:11]=[N:27][S:24]([C:22]1[CH:21]=[CH:20][C:19]2[O:13][CH2:14][CH2:15][CH2:16][O:17][C:18]=2[CH:23]=1)(=[O:25])=[O:26], predict the reactants needed to synthesize it. The reactants are: [N:1]1[C:10]2[C:5](=[CH:6][CH:7]=[CH:8][CH:9]=2)[CH:4]=[CH:3][C:2]=1[CH:11]=O.[O:13]1[C:19]2[CH:20]=[CH:21][C:22]([S:24]([NH2:27])(=[O:26])=[O:25])=[CH:23][C:18]=2[O:17][CH2:16][CH2:15][CH2:14]1.O.[O-2].[O-2].[O-2].O=[Si]=O.O=[Si]=O.O=[Si]=O.O=[Si]=O.[Al+3].[Al+3].